Task: Predict which catalyst facilitates the given reaction.. Dataset: Catalyst prediction with 721,799 reactions and 888 catalyst types from USPTO (1) Reactant: [CH2:1]([N:8]([CH2:10][CH2:11][N:12]1[CH:16]=[CH:15][N:14]=[CH:13]1)C)C1C=CC=CC=1.[H][H]. Product: [CH3:1][NH:8][CH2:10][CH2:11][N:12]1[CH:16]=[CH:15][N:14]=[CH:13]1. The catalyst class is: 105. (2) Reactant: C([NH:8][CH2:9][CH:10]([CH3:25])[C:11]([C:13]1[C:14]([CH:22]([CH3:24])[CH3:23])=[N:15][N:16]2[CH:21]=[CH:20][CH:19]=[CH:18][C:17]=12)=[O:12])C1C=CC=CC=1. Product: [NH2:8][CH2:9][CH:10]([CH3:25])[C:11]([C:13]1[C:14]([CH:22]([CH3:24])[CH3:23])=[N:15][N:16]2[CH:21]=[CH:20][CH:19]=[CH:18][C:17]=12)=[O:12]. The catalyst class is: 5. (3) Reactant: [Cl:1][C:2]1[C:7]([CH:8]=[O:9])=[C:6]([N:10]2[CH2:23][CH2:22][N:13]3[C:14]4[CH2:15][CH2:16][CH2:17][CH2:18][C:19]=4[C:20]([F:21])=[C:12]3[C:11]2=[O:24])[N:5]=[CH:4][CH:3]=1.[BH4-].[Na+]. Product: [Cl:1][C:2]1[CH:3]=[CH:4][N:5]=[C:6]([N:10]2[CH2:23][CH2:22][N:13]3[C:14]4[CH2:15][CH2:16][CH2:17][CH2:18][C:19]=4[C:20]([F:21])=[C:12]3[C:11]2=[O:24])[C:7]=1[CH2:8][OH:9]. The catalyst class is: 5. (4) Reactant: [C:1]([C:5]1[CH:9]=[C:8]([NH:10][C:11]([C@@H:13]2[CH2:18][CH2:17][CH2:16][CH2:15][NH:14]2)=[O:12])[S:7][N:6]=1)([CH3:4])([CH3:3])[CH3:2].Cl.C(O)(=O)C.[CH2:24]1[CH:29]([CH:30]=O)[CH2:28][CH2:27][O:26][CH2:25]1.C(O[BH-](OC(=O)C)OC(=O)C)(=O)C.[Na+]. Product: [C:1]([C:5]1[CH:9]=[C:8]([NH:10][C:11]([C@@H:13]2[CH2:18][CH2:17][CH2:16][CH2:15][N:14]2[CH2:30][CH:29]2[CH2:28][CH2:27][O:26][CH2:25][CH2:24]2)=[O:12])[S:7][N:6]=1)([CH3:4])([CH3:2])[CH3:3]. The catalyst class is: 3. (5) Reactant: [N+](C1C=CC(C([O:10][C@H:11]([C@H:14]2[O:23][C@@H:17]3[O:18][C:19]([CH3:22])([CH3:21])[O:20][C@@H:16]3[CH2:15]2)[CH2:12][CH3:13])=O)=CC=1)([O-])=O.C([O-])([O-])=O.[K+].[K+]. Product: [CH3:22][C:19]1([CH3:21])[O:18][C@H:17]2[O:23][C@H:14]([C@@H:11]([OH:10])[CH2:12][CH3:13])[CH2:15][C@H:16]2[O:20]1. The catalyst class is: 5.